Dataset: Forward reaction prediction with 1.9M reactions from USPTO patents (1976-2016). Task: Predict the product of the given reaction. (1) Given the reactants [F:1][C:2]1[CH:3]=[CH:4][C:5]([CH3:26])=[C:6]([C:8]2[CH:17]=[C:16]3[C:11]([CH:12]=[C:13]([NH:18][C:19]([CH:21]4[CH2:23][CH2:22]4)=[O:20])[N:14]=[CH:15]3)=[C:10]([CH2:24]O)[N:9]=2)[CH:7]=1.COCCN(S(F)(F)[F:37])CCOC, predict the reaction product. The product is: [F:1][C:2]1[CH:3]=[CH:4][C:5]([CH3:26])=[C:6]([C:8]2[CH:17]=[C:16]3[C:11]([CH:12]=[C:13]([NH:18][C:19]([CH:21]4[CH2:23][CH2:22]4)=[O:20])[N:14]=[CH:15]3)=[C:10]([CH2:24][F:37])[N:9]=2)[CH:7]=1. (2) The product is: [CH3:7][C:5]1[N:6]=[C:2]([CH2:1][C:13](=[O:16])[CH2:14][CH3:15])[S:3][CH:4]=1. Given the reactants [CH3:1][C:2]1[S:3][CH:4]=[C:5]([CH3:7])[N:6]=1.C([Li])CCC.[C:13](OCC)(=[O:16])[CH2:14][CH3:15], predict the reaction product. (3) The product is: [C:20]1([C:23]2[CH:24]=[CH:25][CH:26]=[CH:27][CH:28]=2)[CH:21]=[CH:22][C:17]([N:16]([C:10]2[CH:11]=[CH:12][CH:13]=[CH:14][CH:15]=2)[C:6]2[CH:5]=[C:4]([Br:9])[CH:3]=[C:2]([N:16]([C:10]3[CH:15]=[CH:50][C:49]([C:51]4[CH:21]=[CH:22][CH:17]=[CH:18][CH:19]=4)=[CH:48][CH:11]=3)[C:42]3[CH:43]=[CH:44][CH:45]=[CH:46][CH:47]=3)[CH:7]=2)=[CH:18][CH:19]=1. Given the reactants Br[C:2]1[CH:7]=[C:6](Br)[CH:5]=[C:4]([Br:9])[CH:3]=1.[C:10]1([NH:16][C:17]2[CH:22]=[CH:21][C:20]([C:23]3[CH:28]=[CH:27][CH:26]=[CH:25][CH:24]=3)=[CH:19][CH:18]=2)[CH:15]=[CH:14][CH:13]=[CH:12][CH:11]=1.[CH:42]1[CH:47]=[CH:46][C:45](P([C:42]2[CH:47]=[CH:46][CH:45]=[CH:44][CH:43]=2)[C:42]2[CH:47]=[CH:46][CH:45]=[CH:44][CH:43]=2)=[CH:44][CH:43]=1.[CH3:48][C:49]([O-])([CH3:51])[CH3:50].[Na+], predict the reaction product. (4) Given the reactants [CH2:1]([C@H:8]([NH:28][C:29]([C@@H:31]([NH:36][C:37](=[O:40])[O:38][CH3:39])[C@@H:32]([CH3:35])[CH2:33][CH3:34])=[O:30])[C@@H:9]([OH:27])[CH2:10][C@@H:11]([NH:19]C(OC(C)(C)C)=O)[CH2:12][C:13]1[CH:18]=[CH:17][CH:16]=[CH:15][CH:14]=1)[C:2]1[CH:7]=[CH:6][CH:5]=[CH:4][CH:3]=1.Cl, predict the reaction product. The product is: [NH2:19][C@@H:11]([CH2:12][C:13]1[CH:14]=[CH:15][CH:16]=[CH:17][CH:18]=1)[CH2:10][C@H:9]([OH:27])[C@@H:8]([NH:28][C:29]([C@@H:31]([NH:36][C:37](=[O:40])[O:38][CH3:39])[C@@H:32]([CH3:35])[CH2:33][CH3:34])=[O:30])[CH2:1][C:2]1[CH:7]=[CH:6][CH:5]=[CH:4][CH:3]=1. (5) Given the reactants [CH3:1][O:2][C:3]1[CH:4]=[C:5]([CH:9]=[CH:10][C:11]=1[N+:12]([O-:14])=[O:13])[C:6]([NH2:8])=O.N1C=CC=CC=1.FC(F)(F)C(OC(=O)C(F)(F)F)=O.O, predict the reaction product. The product is: [CH3:1][O:2][C:3]1[CH:4]=[C:5]([CH:9]=[CH:10][C:11]=1[N+:12]([O-:14])=[O:13])[C:6]#[N:8]. (6) Given the reactants [CH3:1][C:2]([S:30]([CH3:33])(=[O:32])=[O:31])([CH2:13][CH2:14]C1C=CC(B2OC(C)(C)C(C)(C)O2)=CC=1)[C:3]([NH:5]OC1CCCCO1)=[O:4].BrC1C=CC(C2ON=C(CO)C=2)=CC=1.[F-].[Cs+].O, predict the reaction product. The product is: [CH3:1][C:2]([S:30]([CH3:33])(=[O:31])=[O:32])([CH2:13][CH3:14])[C:3]([NH2:5])=[O:4]. (7) Given the reactants C(N(C(C)C)CC)(C)C.C(OC([N:17]1[CH2:21][CH2:20][CH2:19][C@H:18]1[C:22]([NH:24][CH2:25][C:26]([OH:28])=O)=[O:23])=O)(C)(C)C.F[P-](F)(F)(F)(F)F.N1(OC(N(C)C)=[N+](C)C)C2N=CC=CC=2N=N1.[F:53][CH:54]([F:82])[C:55]1[N:59]([C:60]2[N:65]=[C:64]([C:66]3[CH2:67][CH2:68][NH:69][CH2:70][CH:71]=3)[CH:63]=[C:62]([N:72]3[CH2:77][CH2:76][O:75][CH2:74][CH2:73]3)[N:61]=2)[C:58]2[CH:78]=[CH:79][CH:80]=[CH:81][C:57]=2[N:56]=1, predict the reaction product. The product is: [F:82][CH:54]([F:53])[C:55]1[N:59]([C:60]2[N:65]=[C:64]([C:66]3[CH2:67][CH2:68][N:69]([C:26](=[O:28])[CH2:25][NH:24][C:22]([C@@H:18]4[CH2:19][CH2:20][CH2:21][NH:17]4)=[O:23])[CH2:70][CH:71]=3)[CH:63]=[C:62]([N:72]3[CH2:73][CH2:74][O:75][CH2:76][CH2:77]3)[N:61]=2)[C:58]2[CH:78]=[CH:79][CH:80]=[CH:81][C:57]=2[N:56]=1.